Predict the product of the given reaction. From a dataset of Forward reaction prediction with 1.9M reactions from USPTO patents (1976-2016). (1) Given the reactants [CH2:1]([C:3]1[CH:8]=[CH:7][C:6]([CH:9]2[CH2:14][N:13]([C:15]([N:17]3[CH2:22][CH2:21][CH:20]([C:23]#[N:24])[CH2:19][CH2:18]3)=[O:16])[CH2:12][CH:11]([C:25](O)=[O:26])[CH2:10]2)=[CH:5][CH:4]=1)[CH3:2].[F:28][C:29]1[CH:30]=[C:31]([C:35](=[N:37]O)[NH2:36])[CH:32]=[CH:33][CH:34]=1, predict the reaction product. The product is: [CH2:1]([C:3]1[CH:4]=[CH:5][C:6]([CH:9]2[CH2:10][CH:11]([C:25]3[O:26][N:37]=[C:35]([C:31]4[CH:32]=[CH:33][CH:34]=[C:29]([F:28])[CH:30]=4)[N:36]=3)[CH2:12][N:13]([C:15]([N:17]3[CH2:22][CH2:21][CH:20]([C:23]#[N:24])[CH2:19][CH2:18]3)=[O:16])[CH2:14]2)=[CH:7][CH:8]=1)[CH3:2]. (2) Given the reactants CCCC[N+](CCCC)(CCCC)CCCC.[F-].[CH2:19]([S:21]([N:24]1[CH2:29][CH2:28][CH:27]([C:30]2[C:38]3[C:33](=[C:34]([C:48]#[N:49])[CH:35]=[C:36]([O:39][C:40]4[CH:45]=[CH:44][C:43]([O:46][CH3:47])=[CH:42][CH:41]=4)[CH:37]=3)[N:32](COCC[Si](C)(C)C)[CH:31]=2)[CH2:26][CH2:25]1)(=[O:23])=[O:22])[CH3:20].CCOC(C)=O.O, predict the reaction product. The product is: [CH2:19]([S:21]([N:24]1[CH2:25][CH2:26][CH:27]([C:30]2[C:38]3[C:33](=[C:34]([C:48]#[N:49])[CH:35]=[C:36]([O:39][C:40]4[CH:41]=[CH:42][C:43]([O:46][CH3:47])=[CH:44][CH:45]=4)[CH:37]=3)[NH:32][CH:31]=2)[CH2:28][CH2:29]1)(=[O:23])=[O:22])[CH3:20].